This data is from Catalyst prediction with 721,799 reactions and 888 catalyst types from USPTO. The task is: Predict which catalyst facilitates the given reaction. (1) Reactant: [CH3:1][O:2][C:3]1[CH:8]=[CH:7][N:6]=[C:5]([CH2:9][O:10][C:11]2[CH:16]=[CH:15][CH:14]=[CH:13][C:12]=2[C:17]2[CH:34]=[CH:33][C:20]3[CH2:21][CH2:22][N:23](C(OC(C)(C)C)=O)[CH2:24][CH2:25][C:19]=3[CH:18]=2)[CH:4]=1.Cl. Product: [CH3:1][O:2][C:3]1[CH:8]=[CH:7][N:6]=[C:5]([CH2:9][O:10][C:11]2[CH:16]=[CH:15][CH:14]=[CH:13][C:12]=2[C:17]2[CH:34]=[CH:33][C:20]3[CH2:21][CH2:22][NH:23][CH2:24][CH2:25][C:19]=3[CH:18]=2)[CH:4]=1. The catalyst class is: 12. (2) Reactant: Cl.[O:2]=[S:3]1(=[O:25])[C:8]2[CH:9]=[C:10]([O:13][C:14]3[CH:15]=[C:16]([CH2:20][NH2:21])[CH:17]=[CH:18][CH:19]=3)[CH:11]=[CH:12][C:7]=2[N:6]2[CH2:22][CH2:23][CH2:24][CH:5]2[NH:4]1.CO[CH:28]1[CH2:32][CH2:31][CH:30](OC)O1.O.CC(O)=O. Product: [N:21]1([CH2:20][C:16]2[CH:15]=[C:14]([CH:19]=[CH:18][CH:17]=2)[O:13][C:10]2[CH:11]=[CH:12][C:7]3[N:6]4[CH2:22][CH2:23][CH2:24][CH:5]4[NH:4][S:3](=[O:2])(=[O:25])[C:8]=3[CH:9]=2)[CH:28]=[CH:32][CH:31]=[CH:30]1. The catalyst class is: 344. (3) Reactant: [C:1]([O:4][C:5](=[O:7])[CH3:6])(=O)[CH3:2].[CH:8]1[C:17]2[C:12](=[CH:13][CH:14]=CC=2)[CH:11]=[CH:10][C:9]=1O. Product: [C:5]([O:4][C:1]1[CH:14]=[CH:13][C:12]2[C:11](=[CH:10][CH:9]=[CH:8][CH:17]=2)[CH:2]=1)(=[O:7])[CH3:6]. The catalyst class is: 2. (4) The catalyst class is: 8. Product: [CH3:1][S:2]([CH2:5][C:6]1[CH:7]=[C:8]([CH:9]=[CH:10][CH:11]=1)[NH2:12])(=[O:3])=[O:4]. Reactant: [CH3:1][S:2]([CH2:5][C:6]1[CH:11]=[CH:10][CH:9]=[C:8]([N+:12]([O-])=O)[CH:7]=1)(=[O:4])=[O:3].[OH-].[Na+]. (5) Reactant: [Mg].I[CH3:3].II.[CH3:6][O:7][C:8]1[CH:9]=[C:10]([CH:21]=[CH:22][CH:23]=1)[C:11]([C:13]1[CH:18]=[CH:17][CH:16]=[C:15]([O:19][CH3:20])[CH:14]=1)=[O:12]. Product: [CH3:20][O:19][C:15]1[CH:14]=[C:13]([C:11]([C:10]2[CH:21]=[CH:22][CH:23]=[C:8]([O:7][CH3:6])[CH:9]=2)([OH:12])[CH3:3])[CH:18]=[CH:17][CH:16]=1. The catalyst class is: 28. (6) Reactant: [C:1]([CH2:3][C:4](OCC)=O)#[N:2].[H-].[Na+].BrC1[CH:17]=[CH:16][C:15]([Br:18])=[CH:14][C:13]=1[N+:19]([O-])=O.[Cl-].[NH4+]. Product: [NH2:19][C:13]1[CH:14]=[C:15]([Br:18])[CH:16]=[CH:17][C:4]=1[CH2:3][C:1]#[N:2]. The catalyst class is: 16. (7) Reactant: [C:1]([O:5][C:6]([NH:8][C@H:9]1[CH2:13][C@@H:12]([OH:14])[CH2:11][C@H:10]1[C:15]([OH:17])=[O:16])=[O:7])([CH3:4])([CH3:3])[CH3:2].CC([O-])(C)C.[K+].Cl[C:25]1[C:34]2[C:29](=[CH:30][C:31]([O:35][CH3:36])=[CH:32][CH:33]=2)[N:28]=[C:27]([C:37]2[CH:42]=[CH:41][CH:40]=[CH:39][CH:38]=2)[CH:26]=1. Product: [C:1]([O:5][C:6]([NH:8][C@H:9]1[CH2:13][C@@H:12]([O:14][C:25]2[C:34]3[C:29](=[CH:30][C:31]([O:35][CH3:36])=[CH:32][CH:33]=3)[N:28]=[C:27]([C:37]3[CH:38]=[CH:39][CH:40]=[CH:41][CH:42]=3)[CH:26]=2)[CH2:11][C@H:10]1[C:15]([OH:17])=[O:16])=[O:7])([CH3:4])([CH3:2])[CH3:3]. The catalyst class is: 58. (8) Reactant: [CH:1]([C:4]1[CH:11]=[CH:10][C:7]([CH2:8][OH:9])=[CH:6][CH:5]=1)([CH3:3])[CH3:2].[C:12](N1C=CN=C1)(N1C=CN=C1)=[O:13].[CH2:24]([O:31][C:32](=[O:49])[C:33]([CH3:48])([O:35][C:36]1[CH:41]=[CH:40][CH:39]=[C:38]([CH:42]2[CH2:47][CH2:46][CH2:45][NH:44][CH2:43]2)[CH:37]=1)[CH3:34])[C:25]1[CH:30]=[CH:29][CH:28]=[CH:27][CH:26]=1.Cl. Product: [CH:1]([C:4]1[CH:5]=[CH:6][C:7]([CH2:8][O:9][C:12]([N:44]2[CH2:45][CH2:46][CH2:47][CH:42]([C:38]3[CH:39]=[CH:40][CH:41]=[C:36]([O:35][C:33]([C:32]([O:31][CH2:24][C:25]4[CH:30]=[CH:29][CH:28]=[CH:27][CH:26]=4)=[O:49])([CH3:34])[CH3:48])[CH:37]=3)[CH2:43]2)=[O:13])=[CH:10][CH:11]=1)([CH3:3])[CH3:2]. The catalyst class is: 93.